Dataset: Reaction yield outcomes from USPTO patents with 853,638 reactions. Task: Predict the reaction yield, written as a fraction of the theoretical maximum amount of product (1.0 means a 100% yield; for example, 0.34 means a 34% yield). (1) The reactants are [F:1][C:2]1[CH:32]=[C:31]([N+:33]([O-:35])=[O:34])[CH:30]=[CH:29][C:3]=1[O:4][C:5]1[CH:10]=[CH:9][N:8]=[C:7]2[CH:11]=[C:12]([C:14]3[N:19]=[CH:18][C:17]([CH2:20][NH:21][CH2:22][CH2:23][O:24][CH2:25][CH2:26][O:27][CH3:28])=[CH:16][CH:15]=3)[S:13][C:6]=12.C(N(CC)CC)C.[CH3:43][C:44]([O:47][C:48](O[C:48]([O:47][C:44]([CH3:46])([CH3:45])[CH3:43])=[O:49])=[O:49])([CH3:46])[CH3:45]. The catalyst is ClCCl.CN(C1C=CN=CC=1)C. The product is [C:44]([O:47][C:48](=[O:49])[N:21]([CH2:20][C:17]1[CH:18]=[N:19][C:14]([C:12]2[S:13][C:6]3[C:7](=[N:8][CH:9]=[CH:10][C:5]=3[O:4][C:3]3[CH:29]=[CH:30][C:31]([N+:33]([O-:35])=[O:34])=[CH:32][C:2]=3[F:1])[CH:11]=2)=[CH:15][CH:16]=1)[CH2:22][CH2:23][O:24][CH2:25][CH2:26][O:27][CH3:28])([CH3:46])([CH3:45])[CH3:43]. The yield is 0.600. (2) The reactants are CC1CNC(C2C=CN=C(NC(=O)C3C=CC=CC=3)C=2)=N1.[CH2:22]([CH:29]1[CH2:33][NH:32][C:31]([C:34]2[CH:39]=[CH:38][N:37]=[C:36]([NH:40][C:41](=[O:48])[C:42]3[CH:47]=[CH:46][CH:45]=[CH:44][CH:43]=3)[CH:35]=2)=[N:30]1)[C:23]1[CH:28]=[CH:27][CH:26]=[CH:25][CH:24]=1. No catalyst specified. The product is [CH2:22]([C:29]1[N:30]=[C:31]([C:34]2[CH:39]=[CH:38][N:37]=[C:36]([NH:40][C:41](=[O:48])[C:42]3[CH:47]=[CH:46][CH:45]=[CH:44][CH:43]=3)[CH:35]=2)[NH:32][CH:33]=1)[C:23]1[CH:28]=[CH:27][CH:26]=[CH:25][CH:24]=1. The yield is 0.190.